From a dataset of Peptide-MHC class II binding affinity with 134,281 pairs from IEDB. Regression. Given a peptide amino acid sequence and an MHC pseudo amino acid sequence, predict their binding affinity value. This is MHC class II binding data. (1) The peptide sequence is GELQIVDKIDAAFKT. The MHC is DRB1_1302 with pseudo-sequence DRB1_1302. The binding affinity (normalized) is 0.436. (2) The peptide sequence is AFKVAATAANAAPTN. The MHC is DRB1_1001 with pseudo-sequence DRB1_1001. The binding affinity (normalized) is 0.883. (3) The peptide sequence is EKKYFAAIQFEPLAA. The MHC is HLA-DPA10301-DPB10402 with pseudo-sequence HLA-DPA10301-DPB10402. The binding affinity (normalized) is 1.00. (4) The peptide sequence is HDIYIVMPVFIIKR. The MHC is DRB1_0101 with pseudo-sequence DRB1_0101. The binding affinity (normalized) is 0.533. (5) The peptide sequence is AAGTYVAADAAAASS. The MHC is DRB1_0701 with pseudo-sequence DRB1_0701. The binding affinity (normalized) is 0.689. (6) The binding affinity (normalized) is 0. The MHC is DRB4_0101 with pseudo-sequence DRB4_0103. The peptide sequence is LVIPENAKEKPQEGT.